From a dataset of Forward reaction prediction with 1.9M reactions from USPTO patents (1976-2016). Predict the product of the given reaction. (1) Given the reactants CO[C:3](=O)[NH:4][C:5]1[CH:24]=[CH:23][C:8]2[N:9]([CH2:16][CH:17]3[CH2:22][CH2:21][O:20][CH2:19][CH2:18]3)[C:10]([C:12]([CH3:15])([CH3:14])[CH3:13])=[N:11][C:7]=2[CH:6]=1.Cl.CCOCC.[H-].[H-].[H-].[H-].[Li+].[Al+3], predict the reaction product. The product is: [C:12]([C:10]1[N:9]([CH2:16][CH:17]2[CH2:22][CH2:21][O:20][CH2:19][CH2:18]2)[C:8]2[CH:23]=[CH:24][C:5]([NH:4][CH3:3])=[CH:6][C:7]=2[N:11]=1)([CH3:15])([CH3:13])[CH3:14]. (2) Given the reactants [CH:1]([C:4]1[CH:12]=[CH:11][C:7]([C:8]([NH2:10])=[O:9])=[CH:6][CH:5]=1)([CH3:3])[CH3:2].Cl[C:14](Cl)(Cl)[S:15]Cl.[OH2:19], predict the reaction product. The product is: [CH:1]([C:4]1[CH:12]=[CH:11][C:7]([C:8]2[O:9][C:14](=[O:19])[S:15][N:10]=2)=[CH:6][CH:5]=1)([CH3:3])[CH3:2]. (3) Given the reactants [C-:1]#[N:2].[Na+].[NH2:4][C:5]1[CH:13]=[CH:12][C:8]([C:9]([OH:11])=[O:10])=[CH:7][CH:6]=1.[C:14]1(=O)[CH2:17][CH2:16][CH2:15]1, predict the reaction product. The product is: [C:1]([C:14]1([NH:4][C:5]2[CH:13]=[CH:12][C:8]([C:9]([OH:11])=[O:10])=[CH:7][CH:6]=2)[CH2:17][CH2:16][CH2:15]1)#[N:2]. (4) Given the reactants [NH2:1][C:2](=[O:22])[CH2:3][CH:4]([C:15]1[CH:20]=[CH:19][C:18]([OH:21])=[CH:17][CH:16]=1)[C:5]([O:7]CC1C=CC=CC=1)=[O:6], predict the reaction product. The product is: [NH2:1][C:2](=[O:22])[CH2:3][CH:4]([C:15]1[CH:16]=[CH:17][C:18]([OH:21])=[CH:19][CH:20]=1)[C:5]([OH:7])=[O:6]. (5) Given the reactants [Cl:1][C:2]1[CH:28]=[CH:27][C:5]([CH2:6][C:7]2[C:16]([OH:17])=[C:15]([C:18]([OH:20])=[O:19])[C:14]3[C:9](=[C:10]([C:21]4[CH:26]=CC=[CH:23][CH:22]=4)[CH:11]=[CH:12][CH:13]=3)[N:8]=2)=[CH:4][CH:3]=1.C(C1C=CC=C2C=1NC(=O)C2=O)(CC)C.C(OCC(=O)CC1C=CC(Cl)=CC=1)(=O)C, predict the reaction product. The product is: [CH:21]([C:10]1[CH:11]=[CH:12][CH:13]=[C:14]2[C:9]=1[N:8]=[C:7]([CH2:6][C:5]1[CH:4]=[CH:3][C:2]([Cl:1])=[CH:28][CH:27]=1)[C:16]([OH:17])=[C:15]2[C:18]([OH:20])=[O:19])([CH2:22][CH3:23])[CH3:26]. (6) Given the reactants [NH2:1][C:2]1[N:10]=[CH:9][CH:8]=[CH:7][C:3]=1[C:4]([OH:6])=O.ON1C2C=CC=CC=2N=N1.CCN=C=NCCCN(C)C.[C:32]1([S:38][C:39]2[CH:46]=[CH:45][C:42]([CH2:43][NH2:44])=[CH:41][CH:40]=2)[CH:37]=[CH:36][CH:35]=[CH:34][CH:33]=1.C(=O)(O)[O-].[Na+], predict the reaction product. The product is: [C:32]1([S:38][C:39]2[CH:46]=[CH:45][C:42]([CH2:43][NH:44][C:4](=[O:6])[C:3]3[CH:7]=[CH:8][CH:9]=[N:10][C:2]=3[NH2:1])=[CH:41][CH:40]=2)[CH:33]=[CH:34][CH:35]=[CH:36][CH:37]=1.